Dataset: Full USPTO retrosynthesis dataset with 1.9M reactions from patents (1976-2016). Task: Predict the reactants needed to synthesize the given product. (1) Given the product [C:1]([O:5][C:6]([N:8]1[CH2:13][CH2:12][CH2:11][CH2:10][CH:9]1[CH2:14][C:15]1[O:17][C:24]([C:19]2[CH:20]=[CH:21][CH:22]=[CH:23][N:18]=2)=[N:25][N:26]=1)=[O:7])([CH3:2])([CH3:3])[CH3:4], predict the reactants needed to synthesize it. The reactants are: [C:1]([O:5][C:6]([N:8]1[CH2:13][CH2:12][CH2:11][CH2:10][CH:9]1[CH2:14][C:15]([OH:17])=O)=[O:7])([CH3:4])([CH3:3])[CH3:2].[N:18]1[CH:23]=[CH:22][CH:21]=[CH:20][C:19]=1[C:24]1NN=[N:26][N:25]=1.C1(N=C=NC2CCCCC2)CCCCC1. (2) The reactants are: [Br:1][C:2]1[C:3](N)=[N:4][CH:5]=[N:6][C:7]=1[N:8]1[CH2:13][CH2:12][CH:11]([C:14]2[NH:15][CH:16]=[C:17]([C:19]3[CH:24]=[CH:23][CH:22]=[C:21]([C:25]([F:28])([F:27])[F:26])[CH:20]=3)[N:18]=2)[CH2:10][CH2:9]1.BrC1C(Cl)=NC=NC=1. Given the product [Br:1][C:2]1[C:7]([N:8]2[CH2:9][CH2:10][CH:11]([C:14]3[NH:15][CH:16]=[C:17]([C:19]4[CH:24]=[CH:23][CH:22]=[C:21]([C:25]([F:27])([F:26])[F:28])[CH:20]=4)[N:18]=3)[CH2:12][CH2:13]2)=[N:6][CH:5]=[N:4][CH:3]=1, predict the reactants needed to synthesize it. (3) The reactants are: [F:1][C:2]1[CH:7]=[CH:6][CH:5]=[C:4]([F:8])[C:3]=1[N:9]1[C:14]2[N:15]=[C:16]([S:29][CH3:30])[N:17]=[C:18]([C:19]3[CH:20]=[C:21]([CH:25]=[CH:26][C:27]=3[CH3:28])[C:22]([OH:24])=O)[C:13]=2[CH:12]=[CH:11][C:10]1=[O:31].CCN(C(C)C)C(C)C.CN(C(ON1N=NC2C=CC=NC1=2)=[N+](C)C)C.F[P-](F)(F)(F)(F)F.[NH2:65][C:66]1[S:67][CH:68]=[CH:69][N:70]=1. Given the product [F:8][C:4]1[CH:5]=[CH:6][CH:7]=[C:2]([F:1])[C:3]=1[N:9]1[C:14]2[N:15]=[C:16]([S:29][CH3:30])[N:17]=[C:18]([C:19]3[CH:20]=[C:21]([CH:25]=[CH:26][C:27]=3[CH3:28])[C:22]([NH:65][C:66]3[S:67][CH:68]=[CH:69][N:70]=3)=[O:24])[C:13]=2[CH:12]=[CH:11][C:10]1=[O:31], predict the reactants needed to synthesize it.